From a dataset of Forward reaction prediction with 1.9M reactions from USPTO patents (1976-2016). Predict the product of the given reaction. The product is: [Cl:1][C:2]1[C:10]2[C:5](=[CH:6][C:7]([S:11]([N:14]3[CH:15]=[CH:16][N:17]([C:20]([CH:22]4[CH2:27][CH2:26][N:25]([C:28]5[CH:29]=[CH:30][C:31](=[O:35])[N:32]([CH3:34])[N:33]=5)[CH2:24][CH2:23]4)=[O:21])[CH2:18][CH2:19]3)(=[O:12])=[O:13])=[CH:8][CH:9]=2)[NH:4][CH:3]=1. Given the reactants [Cl:1][C:2]1[C:10]2[C:5](=[CH:6][C:7]([S:11]([N:14]3[CH2:19][CH2:18][N:17]([C:20]([CH:22]4[CH2:27][CH2:26][N:25]([C:28]5[CH:29]=[CH:30][C:31](=[O:35])[N:32]([CH3:34])[N:33]=5)[CH2:24][CH2:23]4)=[O:21])[CH2:16][CH:15]3O)(=[O:13])=[O:12])=[CH:8][CH:9]=2)[NH:4][CH:3]=1, predict the reaction product.